Dataset: Forward reaction prediction with 1.9M reactions from USPTO patents (1976-2016). Task: Predict the product of the given reaction. Given the reactants [CH:1]1([CH:7]([C:9]2[CH:13]=[C:12]([C:14]3[CH:19]=[CH:18][C:17]([F:20])=[CH:16][N:15]=3)[O:11][C:10]=2[CH3:21])O)[CH2:6][CH2:5][CH2:4][CH2:3][CH2:2]1.S(Cl)([Cl:24])=O, predict the reaction product. The product is: [Cl:24][CH:7]([CH:1]1[CH2:6][CH2:5][CH2:4][CH2:3][CH2:2]1)[C:9]1[CH:13]=[C:12]([C:14]2[CH:19]=[CH:18][C:17]([F:20])=[CH:16][N:15]=2)[O:11][C:10]=1[CH3:21].